This data is from Forward reaction prediction with 1.9M reactions from USPTO patents (1976-2016). The task is: Predict the product of the given reaction. (1) The product is: [CH3:61][O:62][C:63]1[C:68]([N+:69]([O-:71])=[O:70])=[CH:67][CH:66]=[CH:65][C:64]=1[CH2:72][CH:73]=[O:74]. Given the reactants COC1C([N+]([O-])=O)=CC=CC=1C=O.C1OCCOCCOCCOCCOCCOC1.[Cl-].COC[P+](C1C=CC=CC=1)(C1C=CC=CC=1)C1C=CC=CC=1.C(=O)([O-])[O-].[K+].[K+].[CH3:61][O:62][C:63]1[C:68]([N+:69]([O-:71])=[O:70])=[CH:67][CH:66]=[CH:65][C:64]=1/[CH:72]=[CH:73]/[O:74]C.COC1C([N+]([O-])=O)=CC=CC=1/C=C\OC.C(=O)([O-])[O-].[Na+].[Na+], predict the reaction product. (2) Given the reactants [CH:1]1([N:5]2[CH2:11][CH2:10][CH2:9][N:8]([C:12]([C@@H:14]3[CH2:18][C@H:17]([O:19][C:20]4[CH:25]=[CH:24][C:23]([F:26])=[CH:22][CH:21]=4)[CH2:16][NH:15]3)=[O:13])[CH2:7][CH2:6]2)[CH2:4][CH2:3][CH2:2]1.[CH2:27]=O.[Na], predict the reaction product. The product is: [CH3:27][N:15]1[CH2:16][C@@H:17]([O:19][C:20]2[CH:21]=[CH:22][C:23]([F:26])=[CH:24][CH:25]=2)[CH2:18][C@H:14]1[C:12]([N:8]1[CH2:9][CH2:10][CH2:11][N:5]([CH:1]2[CH2:2][CH2:3][CH2:4]2)[CH2:6][CH2:7]1)=[O:13]. (3) Given the reactants [F:1][C:2]1[CH:10]=[C:9]2[C:5]([C:6]([C:12]3[O:13][C:14]4[CH:20]=[C:19]([CH2:21][C:22]([O:24]C)=[O:23])[CH:18]=[CH:17][C:15]=4[N:16]=3)=[CH:7][N:8]2[CH3:11])=[CH:4][CH:3]=1.C1COCC1.[OH-].[Na+], predict the reaction product. The product is: [F:1][C:2]1[CH:10]=[C:9]2[C:5]([C:6]([C:12]3[O:13][C:14]4[CH:20]=[C:19]([CH2:21][C:22]([OH:24])=[O:23])[CH:18]=[CH:17][C:15]=4[N:16]=3)=[CH:7][N:8]2[CH3:11])=[CH:4][CH:3]=1. (4) Given the reactants [S:1]1[CH2:7][C:5](=[O:6])[NH:4][C:2]1=[S:3].[CH:8]([C:10]1[CH:28]=[CH:27][C:13]([O:14][C:15]2[CH:22]=[CH:21][C:18]([C:19]#[N:20])=[CH:17][C:16]=2[C:23]([F:26])([F:25])[F:24])=[C:12]([O:29][CH3:30])[CH:11]=1)=O, predict the reaction product. The product is: [CH3:30][O:29][C:12]1[CH:11]=[C:10]([CH:8]=[C:7]2[S:1][C:2](=[S:3])[NH:4][C:5]2=[O:6])[CH:28]=[CH:27][C:13]=1[O:14][C:15]1[CH:22]=[CH:21][C:18]([C:19]#[N:20])=[CH:17][C:16]=1[C:23]([F:24])([F:26])[F:25]. (5) Given the reactants Cl[C:2]1[C:11]2[C:6](=[CH:7][CH:8]=[CH:9][CH:10]=2)[C:5]([Cl:12])=[N:4][N:3]=1.[F:13][C:14]([F:20])([F:19])[C:15]([NH:17][NH2:18])=O, predict the reaction product. The product is: [Cl:12][C:5]1[C:6]2[C:11](=[CH:10][CH:9]=[CH:8][CH:7]=2)[C:2]2=[N:18][N:17]=[C:15]([C:14]([F:20])([F:19])[F:13])[N:3]2[N:4]=1. (6) Given the reactants C(=[C:8]1[C:17]2[N:16]=[CH:15][CH:14]=[CH:13][C:12]=2[CH2:11][CH2:10][CH2:9]1)C1C=CC=CC=1.C(=O)=[O:19].CC(C)=O.O=[O+][O-].O=O, predict the reaction product. The product is: [N:16]1[C:17]2[C:8](=[O:19])[CH2:9][CH2:10][CH2:11][C:12]=2[CH:13]=[CH:14][CH:15]=1. (7) Given the reactants [CH:1]1([CH2:4][O:5][C:6]2[C:11]([O:12][CH3:13])=[CH:10][CH:9]=[CH:8][C:7]=2/[CH:14]=[CH:15]/[C:16]2[N:17]=[C:18]3[N:22]([C:23]=2[C:24]([OH:26])=O)[CH:21]=[CH:20][S:19]3)[CH2:3][CH2:2]1.[F:27][C:28]([F:36])([F:35])[C:29]1[N:30]=[C:31]([NH2:34])[S:32][CH:33]=1.CCN=C=NCCCN(C)C.Cl, predict the reaction product. The product is: [CH:1]1([CH2:4][O:5][C:6]2[C:11]([O:12][CH3:13])=[CH:10][CH:9]=[CH:8][C:7]=2/[CH:14]=[CH:15]/[C:16]2[N:17]=[C:18]3[N:22]([C:23]=2[C:24]([NH:34][C:31]2[S:32][CH:33]=[C:29]([C:28]([F:36])([F:35])[F:27])[N:30]=2)=[O:26])[CH:21]=[CH:20][S:19]3)[CH2:2][CH2:3]1.